The task is: Predict the reactants needed to synthesize the given product.. This data is from Full USPTO retrosynthesis dataset with 1.9M reactions from patents (1976-2016). (1) Given the product [N+:13]([C:5]1[CH:4]=[CH:3][C:2]([O:1][CH2:18][CH2:19][N:20]([CH2:23][CH3:24])[CH2:21][CH3:22])=[CH:12][C:6]=1[C:7]([O:9][CH2:10][CH3:11])=[O:8])([O-:15])=[O:14], predict the reactants needed to synthesize it. The reactants are: [OH:1][C:2]1[CH:3]=[CH:4][C:5]([N+:13]([O-:15])=[O:14])=[C:6]([CH:12]=1)[C:7]([O:9][CH2:10][CH3:11])=[O:8].Cl.Cl[CH2:18][CH2:19][N:20]([CH2:23][CH3:24])[CH2:21][CH3:22]. (2) Given the product [CH2:38]([O:37][C:35]([CH:23]1[CH2:24][CH2:25][N:26]([C:14]([C:3]2[C:4]([C:7]3[CH:12]=[CH:11][CH:10]=[CH:9][C:8]=3[Cl:13])=[N:5][O:6][C:2]=2[NH2:1])=[O:16])[CH2:28][CH2:41]1)=[O:36])[CH3:39], predict the reactants needed to synthesize it. The reactants are: [NH2:1][C:2]1[O:6][N:5]=[C:4]([C:7]2[CH:12]=[CH:11][CH:10]=[CH:9][C:8]=2[Cl:13])[C:3]=1[C:14]([OH:16])=O.Cl.C(N=C=N[CH2:23][CH2:24][CH2:25][N:26]([CH3:28])C)C.N1CCN([C:35]([O:37][CH2:38][CH3:39])=[O:36])CC1.Cl[CH2:41]Cl. (3) Given the product [CH3:7][S:8]([C:11]1[CH:19]=[CH:18][C:14]([C:15]([N:34]2[CH2:35][CH2:36][CH:31]([C:28]3[CH:29]=[CH:30][C:25]([C:23]#[N:24])=[CH:26][CH:27]=3)[CH2:32][CH2:33]2)=[O:17])=[CH:13][C:12]=1[N+:20]([O-:22])=[O:21])(=[O:9])=[O:10], predict the reactants needed to synthesize it. The reactants are: C(Cl)(=O)C(Cl)=O.[CH3:7][S:8]([C:11]1[CH:19]=[CH:18][C:14]([C:15]([OH:17])=O)=[CH:13][C:12]=1[N+:20]([O-:22])=[O:21])(=[O:10])=[O:9].[C:23]([C:25]1[CH:30]=[CH:29][C:28]([CH:31]2[CH2:36][CH2:35][NH:34][CH2:33][CH2:32]2)=[CH:27][CH:26]=1)#[N:24].CCN(C(C)C)C(C)C. (4) Given the product [C:1]([O:5][C:6]([N:8]1[CH2:13][CH2:12][N:11]2[C:14]([Br:39])=[N:15][C:16]([CH2:17][CH3:18])=[C:10]2[CH:9]1[CH2:19][CH2:20][C:21]1[CH:26]=[CH:25][C:24]([C:27]([F:29])([F:30])[F:28])=[C:23]([F:31])[CH:22]=1)=[O:7])([CH3:2])([CH3:3])[CH3:4], predict the reactants needed to synthesize it. The reactants are: [C:1]([O:5][C:6]([N:8]1[CH2:13][CH2:12][N:11]2[CH:14]=[N:15][C:16]([CH2:17][CH3:18])=[C:10]2[CH:9]1[CH2:19][CH2:20][C:21]1[CH:26]=[CH:25][C:24]([C:27]([F:30])([F:29])[F:28])=[C:23]([F:31])[CH:22]=1)=[O:7])([CH3:4])([CH3:3])[CH3:2].C1C(=O)N([Br:39])C(=O)C1. (5) Given the product [F:1][C:2]([F:14])([F:13])[CH2:3][CH2:4][C:5]1[NH:9][C:8]([C:10]([Cl:18])=[O:11])=[CH:7][CH:6]=1, predict the reactants needed to synthesize it. The reactants are: [F:1][C:2]([F:14])([F:13])[CH2:3][CH2:4][C:5]1[NH:9][C:8]([C:10](O)=[O:11])=[CH:7][CH:6]=1.C(Cl)(=O)C([Cl:18])=O.